From a dataset of Catalyst prediction with 721,799 reactions and 888 catalyst types from USPTO. Predict which catalyst facilitates the given reaction. Reactant: [K].[CH:2]([CH:4]([CH2:7][C:8]#[N:9])[C:5]#[N:6])=O.[NH2:10][CH:11]1[C:19]2[C:14](=[CH:15][CH:16]=[CH:17][CH:18]=2)[CH2:13][CH2:12]1.C(O)(=O)C.C(=O)([O-])[O-].[K+].[K+]. Product: [NH2:9][C:8]1[N:10]([CH:11]2[C:19]3[C:14](=[CH:15][CH:16]=[CH:17][CH:18]=3)[CH2:13][CH2:12]2)[CH:2]=[C:4]([C:5]#[N:6])[CH:7]=1. The catalyst class is: 6.